Binary Classification. Given a T-cell receptor sequence (or CDR3 region) and an epitope sequence, predict whether binding occurs between them. From a dataset of TCR-epitope binding with 47,182 pairs between 192 epitopes and 23,139 TCRs. (1) The epitope is LPPAYTNSF. The TCR CDR3 sequence is CAIREVEGETQYF. Result: 1 (the TCR binds to the epitope). (2) Result: 0 (the TCR does not bind to the epitope). The epitope is YSEHPTFTSQY. The TCR CDR3 sequence is CASSLGPLYDRANTGELFF. (3) The epitope is LVLSVNPYV. The TCR CDR3 sequence is CASSQGSLHPGQGTNEKLFF. Result: 1 (the TCR binds to the epitope). (4) The epitope is FRYMNSQGL. The TCR CDR3 sequence is CASSYRDRENIQYF. Result: 0 (the TCR does not bind to the epitope). (5) Result: 0 (the TCR does not bind to the epitope). The epitope is QECVRGTTVL. The TCR CDR3 sequence is CSAISGTSGIFSYNEQFF. (6) The epitope is LLLGIGILV. The TCR CDR3 sequence is CASSRGANQPQHF. Result: 1 (the TCR binds to the epitope). (7) The epitope is GLCTLVAML. The TCR CDR3 sequence is CASSLSPSASYEQYF. Result: 1 (the TCR binds to the epitope). (8) The epitope is SEETGTLIV. The TCR CDR3 sequence is CASSPILGQTYEQYF. Result: 0 (the TCR does not bind to the epitope). (9) The epitope is LEPLVDLPI. The TCR CDR3 sequence is CASSLGFQGAGSPLHF. Result: 1 (the TCR binds to the epitope).